From a dataset of Forward reaction prediction with 1.9M reactions from USPTO patents (1976-2016). Predict the product of the given reaction. Given the reactants [N+:1]([C:4]1[CH:5]=[C:6]2[C:10](=[CH:11][CH:12]=1)[NH:9][CH:8]=[CH:7]2)([O-:3])=[O:2].[H-].[Na+].I[CH3:16].[Cl-].[NH4+], predict the reaction product. The product is: [CH3:16][N:9]1[C:10]2[C:6](=[CH:5][C:4]([N+:1]([O-:3])=[O:2])=[CH:12][CH:11]=2)[CH:7]=[CH:8]1.